This data is from Full USPTO retrosynthesis dataset with 1.9M reactions from patents (1976-2016). The task is: Predict the reactants needed to synthesize the given product. (1) Given the product [CH3:1][N:2]([CH2:16][CH2:17][CH2:18][N:19]([CH3:37])[CH2:20][C:21](=[O:36])[NH:22][C:23]1[CH:24]=[CH:25][C:26]([O:29][C:30]2[CH:31]=[CH:32][CH:33]=[CH:34][CH:35]=2)=[CH:27][CH:28]=1)[C:3]([NH:5][C:6]1[CH:15]=[CH:14][C:9]([C:10]([OH:12])=[O:11])=[CH:8][CH:7]=1)=[O:4], predict the reactants needed to synthesize it. The reactants are: [CH3:1][N:2]([CH2:16][CH2:17][CH2:18][N:19]([CH3:37])[CH2:20][C:21](=[O:36])[NH:22][C:23]1[CH:28]=[CH:27][C:26]([O:29][C:30]2[CH:35]=[CH:34][CH:33]=[CH:32][CH:31]=2)=[CH:25][CH:24]=1)[C:3]([NH:5][C:6]1[CH:15]=[CH:14][C:9]([C:10]([O:12]C)=[O:11])=[CH:8][CH:7]=1)=[O:4].[OH-].[Na+]. (2) Given the product [CH3:1][N:2]1[CH2:7][CH2:6][N:5]([CH2:9][CH2:10][CH2:11][S:12]([C:15]2[CH:24]=[CH:23][C:18]3[N:19]=[C:20]([NH2:22])[S:21][C:17]=3[CH:16]=2)(=[O:13])=[O:14])[CH2:4][CH2:3]1, predict the reactants needed to synthesize it. The reactants are: [CH3:1][N:2]1[CH2:7][CH2:6][NH:5][CH2:4][CH2:3]1.I[CH2:9][CH2:10][CH2:11][S:12]([C:15]1[CH:24]=[CH:23][C:18]2[N:19]=[C:20]([NH2:22])[S:21][C:17]=2[CH:16]=1)(=[O:14])=[O:13].C(=O)([O-])[O-].[K+].[K+]. (3) Given the product [F:18][C:2]([F:1])([F:17])[C:3]1([C:6]2[CH:7]=[C:8]([CH:14]=[CH:15][CH:16]=2)[C:9]([OH:11])=[O:10])[N:4]=[N:5]1, predict the reactants needed to synthesize it. The reactants are: [F:1][C:2]([F:18])([F:17])[C:3]1([C:6]2[CH:7]=[C:8]([CH:14]=[CH:15][CH:16]=2)[C:9]([O:11]CC)=[O:10])[N:5]=[N:4]1.C1COCC1.[OH-].[Li+].Cl. (4) Given the product [CH2:1]([O:8][C:9]1[CH:14]=[CH:13][CH:12]=[CH:11][C:10]=1[CH2:15][S:16]([Cl:23])(=[O:19])=[O:17])[C:2]1[CH:7]=[CH:6][CH:5]=[CH:4][CH:3]=1, predict the reactants needed to synthesize it. The reactants are: [CH2:1]([O:8][C:9]1[CH:14]=[CH:13][CH:12]=[CH:11][C:10]=1[CH2:15][S:16]([OH:19])(=O)=[O:17])[C:2]1[CH:7]=[CH:6][CH:5]=[CH:4][CH:3]=1.C(Cl)(=O)C([Cl:23])=O.